Dataset: Full USPTO retrosynthesis dataset with 1.9M reactions from patents (1976-2016). Task: Predict the reactants needed to synthesize the given product. Given the product [CH3:32][O:33][C:34]1[CH:39]=[CH:38][C:37]([C:25]2[CH:24]=[C:23]([C:20]3[CH:21]=[CH:22][C:17]([C:9]4[C:10]5[CH:16]=[CH:15][CH:14]=[CH:13][C:11]=5[S:12][C:8]=4[CH2:1][C:2]4[CH:3]=[CH:4][CH:5]=[CH:6][CH:7]=4)=[CH:18][CH:19]=3)[CH:28]=[C:27]([C:1]3[CH:2]=[CH:3][C:49]([O:50][CH3:51])=[CH:48][CH:8]=3)[C:26]=2[OH:30])=[CH:36][CH:35]=1, predict the reactants needed to synthesize it. The reactants are: [CH2:1]([C:8]1[S:12][C:11]2[CH:13]=[CH:14][CH:15]=[CH:16][C:10]=2[C:9]=1[C:17]1[CH:22]=[CH:21][C:20]([C:23]2[CH:28]=[C:27](Br)[C:26]([OH:30])=[C:25](Br)[CH:24]=2)=[CH:19][CH:18]=1)[C:2]1[CH:7]=[CH:6][CH:5]=[CH:4][CH:3]=1.[CH3:32][O:33][C:34]1[CH:39]=[CH:38][C:37](B(O)O)=[CH:36][CH:35]=1.[OH-].[Ba+2].[OH-].CO[CH2:48][CH2:49][O:50][CH3:51].